Dataset: Forward reaction prediction with 1.9M reactions from USPTO patents (1976-2016). Task: Predict the product of the given reaction. (1) Given the reactants [F:1][C:2]1[CH:7]=[CH:6][C:5]([C:8]2[N:9]=[C:10]([C:19]3[CH:27]=[CH:26][C:22]([C:23]([OH:25])=[O:24])=[CH:21][CH:20]=3)[NH:11][C:12]=2[C:13]2[CH:18]=[CH:17][N:16]=[CH:15][CH:14]=2)=[CH:4][CH:3]=1.C(N1C=CN=C1)(N1C=CN=C1)=O.[CH3:40][N:41]([CH3:46])[C:42](=[O:45])[CH2:43]O.O, predict the reaction product. The product is: [CH3:40][N:41]([CH3:46])[C:42](=[O:45])[CH2:43][O:24][C:23](=[O:25])[C:22]1[CH:26]=[CH:27][C:19]([C:10]2[NH:11][C:12]([C:13]3[CH:18]=[CH:17][N:16]=[CH:15][CH:14]=3)=[C:8]([C:5]3[CH:4]=[CH:3][C:2]([F:1])=[CH:7][CH:6]=3)[N:9]=2)=[CH:20][CH:21]=1. (2) Given the reactants Cl[C:2]1[N:3]=[N:4][C:5]([Cl:8])=[CH:6][CH:7]=1.[Cl:9][C:10]1[CH:11]=[C:12]([OH:17])[CH:13]=[CH:14][C:15]=1[Cl:16].[OH-].[K+].CCCCCCC, predict the reaction product. The product is: [Cl:8][C:5]1[N:4]=[N:3][C:2]([O:17][C:12]2[CH:13]=[CH:14][C:15]([Cl:16])=[C:10]([Cl:9])[CH:11]=2)=[CH:7][CH:6]=1. (3) Given the reactants [H-].[Na+].[CH3:3][O:4][C:5](=[O:25])[CH2:6][CH2:7][C:8]1[NH:9][C:10]([C:19]2[CH:24]=[CH:23][CH:22]=[CH:21][CH:20]=2)=[C:11]([C:13]2[CH:18]=[CH:17][CH:16]=[CH:15][CH:14]=2)[N:12]=1.[CH3:26][Si:27]([CH2:30][CH2:31][O:32][CH2:33]Cl)([CH3:29])[CH3:28].O, predict the reaction product. The product is: [CH3:3][O:4][C:5](=[O:25])[CH2:6][CH2:7][C:8]1[N:12]([CH2:33][O:32][CH2:31][CH2:30][Si:27]([CH3:29])([CH3:28])[CH3:26])[C:11]([C:13]2[CH:18]=[CH:17][CH:16]=[CH:15][CH:14]=2)=[C:10]([C:19]2[CH:24]=[CH:23][CH:22]=[CH:21][CH:20]=2)[N:9]=1.